From a dataset of Full USPTO retrosynthesis dataset with 1.9M reactions from patents (1976-2016). Predict the reactants needed to synthesize the given product. (1) Given the product [CH3:1][O:2][C:3]([C@H:5]1[N:9]2[C:10](=[O:31])[C:11]([C:29]([OH:32])=[O:30])=[C:12]([CH2:22][CH2:23][CH2:24][CH2:25][CH2:26][CH2:27][CH3:28])[C:13]([C:14]3[CH:19]=[CH:18][C:17]([F:20])=[C:16]([F:21])[CH:15]=3)=[C:8]2[S:7][CH2:6]1)=[O:4], predict the reactants needed to synthesize it. The reactants are: [CH3:1][O:2][C:3]([C@H:5]1[N:9]2[C:10](=[O:31])[C:11]([CH:29]=[O:30])=[C:12]([CH2:22][CH2:23][CH2:24][CH2:25][CH2:26][CH2:27][CH3:28])[C:13]([C:14]3[CH:19]=[CH:18][C:17]([F:20])=[C:16]([F:21])[CH:15]=3)=[C:8]2[S:7][CH2:6]1)=[O:4].[O-:32]Cl=O.[Na+]. (2) Given the product [F:1][C:2]1[CH:7]=[CH:6][C:5]([N:8]2[C:11](=[O:12])[C@H:10]([S:13][CH2:14][CH:15]([C:17]3[CH:22]=[CH:21][C:20]([F:23])=[CH:19][CH:18]=3)[OH:16])[C@H:9]2[C:24]2[CH:25]=[CH:26][C:27]([O:28][CH2:29][C:30]([NH:32][CH2:33][C:34]([NH:76][C@@H:72]([C:73]([OH:75])=[O:74])[C@@H:71]([OH:77])[C@H:70]([OH:78])[C@H:69]([OH:79])[CH2:68][OH:80])=[O:35])=[O:31])=[CH:37][CH:38]=2)=[CH:4][CH:3]=1, predict the reactants needed to synthesize it. The reactants are: [F:1][C:2]1[CH:7]=[CH:6][C:5]([N:8]2[C:11](=[O:12])[C@H:10]([S:13][CH2:14][C:15]([C:17]3[CH:22]=[CH:21][C:20]([F:23])=[CH:19][CH:18]=3)=[O:16])[C@H:9]2[C:24]2[CH:38]=[CH:37][C:27]([O:28][CH2:29][C:30]([NH:32][CH2:33][C:34](O)=[O:35])=[O:31])=[CH:26][CH:25]=2)=[CH:4][CH:3]=1.CN1CCOCC1.CN(C(ON1N=NC2C=CC=CC1=2)=[N+](C)C)C.[B-](F)(F)(F)F.[CH2:68]([OH:80])[C@@H:69]([OH:79])[C@@H:70]([OH:78])[C@H:71]([OH:77])[C@@H:72]([NH2:76])[C:73]([OH:75])=[O:74]. (3) Given the product [CH3:1][C:2]1[N:3]=[C:4]([C:8]#[C:9][CH:10]=[C:11]2[CH2:12][CH2:13][N:14]([C:28]3[O:27][C:26]([C:24]([NH:23][C:17]4[CH:22]=[CH:21][CH:20]=[CH:19][CH:18]=4)=[O:25])=[CH:30][CH:29]=3)[CH2:15][CH2:16]2)[CH:5]=[CH:6][CH:7]=1, predict the reactants needed to synthesize it. The reactants are: [CH3:1][C:2]1[CH:7]=[CH:6][CH:5]=[C:4]([C:8]#[C:9][CH:10]=[C:11]2[CH2:16][CH2:15][NH:14][CH2:13][CH2:12]2)[N:3]=1.[C:17]1([NH:23][C:24]([C:26]2[O:27][C:28](Br)=[CH:29][CH:30]=2)=[O:25])[CH:22]=[CH:21][CH:20]=[CH:19][CH:18]=1.